This data is from Catalyst prediction with 721,799 reactions and 888 catalyst types from USPTO. The task is: Predict which catalyst facilitates the given reaction. Reactant: [CH2:1]([O:5][CH2:6][CH2:7][O:8][C:9]1[CH:14]=[CH:13][C:12]([C:15]2[CH:16]=[CH:17][C:18]3[N:24]([CH2:25][CH:26]([CH3:28])[CH3:27])[CH2:23][CH2:22][C:21]([C:29]([NH:31][C:32]4[CH:37]=[CH:36][C:35]([S:38][CH2:39][N:40]5[CH:44]=[CH:43][CH:42]=[N:41]5)=[CH:34][CH:33]=4)=[O:30])=[CH:20][C:19]=3[CH:45]=2)=[CH:11][CH:10]=1)[CH2:2][CH2:3][CH3:4].ClC1C=CC=C(C(OO)=[O:54])C=1.S([O-])([O-])(=O)=S.[Na+].[Na+]. Product: [CH2:1]([O:5][CH2:6][CH2:7][O:8][C:9]1[CH:14]=[CH:13][C:12]([C:15]2[CH:16]=[CH:17][C:18]3[N:24]([CH2:25][CH:26]([CH3:27])[CH3:28])[CH2:23][CH2:22][C:21]([C:29]([NH:31][C:32]4[CH:33]=[CH:34][C:35]([S:38]([CH2:39][N:40]5[CH:44]=[CH:43][CH:42]=[N:41]5)=[O:54])=[CH:36][CH:37]=4)=[O:30])=[CH:20][C:19]=3[CH:45]=2)=[CH:11][CH:10]=1)[CH2:2][CH2:3][CH3:4]. The catalyst class is: 4.